From a dataset of Catalyst prediction with 721,799 reactions and 888 catalyst types from USPTO. Predict which catalyst facilitates the given reaction. (1) Reactant: [Cl:1][C:2]1[CH:3]=[C:4]2[C:8](=[C:9]([F:11])[CH:10]=1)[NH:7][C:6]([C:12](OCC)=[O:13])=[CH:5]2.[H-].[Al+3].[Li+].[H-].[H-].[H-]. Product: [Cl:1][C:2]1[CH:3]=[C:4]2[C:8](=[C:9]([F:11])[CH:10]=1)[NH:7][C:6]([CH2:12][OH:13])=[CH:5]2. The catalyst class is: 7. (2) Reactant: [Br:1][C:2]1[C:3]([C:14]2[S:15][CH2:16][C:17](O)([C:19]([F:22])([F:21])[F:20])[N:18]=2)=[CH:4][C:5]([NH:8][C:9]([NH:11][CH2:12][CH3:13])=[O:10])=[N:6][CH:7]=1.C(N(CC)CC)C.CS(Cl)(=O)=O. Product: [Br:1][C:2]1[C:3]([C:14]2[S:15][CH:16]=[C:17]([C:19]([F:21])([F:20])[F:22])[N:18]=2)=[CH:4][C:5]([NH:8][C:9]([NH:11][CH2:12][CH3:13])=[O:10])=[N:6][CH:7]=1. The catalyst class is: 7. (3) Reactant: [CH2:1]([C:8]1[N:12]([C:13]2[CH:18]=[CH:17][CH:16]=[CH:15][C:14]=2[F:19])[N:11]=[N:10][C:9]=1[C:20]([O:22]C)=[O:21])[C:2]1[CH:7]=[CH:6][CH:5]=[CH:4][CH:3]=1.[OH-].[Na+].O. Product: [CH2:1]([C:8]1[N:12]([C:13]2[CH:18]=[CH:17][CH:16]=[CH:15][C:14]=2[F:19])[N:11]=[N:10][C:9]=1[C:20]([OH:22])=[O:21])[C:2]1[CH:7]=[CH:6][CH:5]=[CH:4][CH:3]=1. The catalyst class is: 14. (4) Reactant: [H-].[Na+].[CH3:3][C:4]([C:6]1[CH:11]=[CH:10][CH:9]=[C:8]([Br:12])[CH:7]=1)=[O:5].[CH2:13]([O:15][C:16](=[O:22])[C:16]([O:15][CH2:13][CH3:14])=[O:22])[CH3:14].Cl. Product: [Br:12][C:8]1[CH:7]=[C:6]([C:4](=[O:5])[CH2:3][C:16]([O:15][CH2:13][CH3:14])=[O:22])[CH:11]=[CH:10][CH:9]=1. The catalyst class is: 3. (5) Reactant: [N:1]1([C:6]2[N:11]=[C:10]([C:12]3[CH:13]=[C:14]([NH:18][C:19](=[O:31])[NH:20][C:21]4[CH:30]=[CH:29][CH:28]=[CH:27][C:22]=4[C:23]([O:25]C)=[O:24])[CH:15]=[CH:16][CH:17]=3)[CH:9]=[CH:8][CH:7]=2)[CH2:5][CH2:4][CH2:3][CH2:2]1.[Li+].[OH-]. Product: [N:1]1([C:6]2[N:11]=[C:10]([C:12]3[CH:13]=[C:14]([NH:18][C:19](=[O:31])[NH:20][C:21]4[CH:30]=[CH:29][CH:28]=[CH:27][C:22]=4[C:23]([OH:25])=[O:24])[CH:15]=[CH:16][CH:17]=3)[CH:9]=[CH:8][CH:7]=2)[CH2:5][CH2:4][CH2:3][CH2:2]1. The catalyst class is: 36. (6) The catalyst class is: 33. Product: [F:11][C:9]([F:10])([F:12])[C:7]1[CH:6]=[C:5]([C@H:13]2[O:21][C:32](=[O:34])[NH:24][C@H:14]2[CH:19]=[CH2:20])[CH:4]=[C:3]([C:2]([F:22])([F:1])[F:23])[CH:8]=1. Reactant: [F:1][C:2]([F:23])([F:22])[C:3]1[CH:4]=[C:5]([C@@H:13]([OH:21])[C@H:14]([CH:19]=[CH2:20])C(NN)=O)[CH:6]=[C:7]([C:9]([F:12])([F:11])[F:10])[CH:8]=1.[N:24](OC(C)(C)C)=O.C[CH:32]([OH:34])C. (7) Reactant: [CH:1](=O)[C:2]([CH3:4])=O.[NH2:6][CH2:7][CH2:8][NH:9][CH2:10][CH2:11][NH:12][CH2:13][CH2:14][NH2:15].N1[C:20]2C=CC=C[C:19]=2N=N1.C(C=O)=O.[BH4-].[Na+]. Product: [CH3:4][C:2]12[CH:1]3[N:6]4[CH2:19][CH2:20][N:15]3[CH2:14][CH2:13][N:12]1[CH2:11][CH2:10][N:9]2[CH2:8][CH2:7]4. The catalyst class is: 72. (8) Reactant: [CH3:1][O:2][C:3](=[O:13])[C:4]([CH2:10][CH:11]=C)([CH3:9])[C:5]([O:7][CH3:8])=[O:6].CSC.C[OH:18]. Product: [CH3:1][O:2][C:3](=[O:13])[C:4]([CH3:9])([CH2:10][CH:11]=[O:18])[C:5]([O:7][CH3:8])=[O:6]. The catalyst class is: 2.